This data is from NCI-60 drug combinations with 297,098 pairs across 59 cell lines. The task is: Regression. Given two drug SMILES strings and cell line genomic features, predict the synergy score measuring deviation from expected non-interaction effect. (1) Cell line: HCT-15. Drug 1: CC1C(C(CC(O1)OC2CC(CC3=C2C(=C4C(=C3O)C(=O)C5=C(C4=O)C(=CC=C5)OC)O)(C(=O)C)O)N)O.Cl. Synergy scores: CSS=21.7, Synergy_ZIP=-3.20, Synergy_Bliss=3.78, Synergy_Loewe=-1.80, Synergy_HSA=2.32. Drug 2: CCCCC(=O)OCC(=O)C1(CC(C2=C(C1)C(=C3C(=C2O)C(=O)C4=C(C3=O)C=CC=C4OC)O)OC5CC(C(C(O5)C)O)NC(=O)C(F)(F)F)O. (2) Drug 1: CC1CCCC2(C(O2)CC(NC(=O)CC(C(C(=O)C(C1O)C)(C)C)O)C(=CC3=CSC(=N3)C)C)C. Drug 2: CC1C(C(CC(O1)OC2CC(CC3=C2C(=C4C(=C3O)C(=O)C5=CC=CC=C5C4=O)O)(C(=O)C)O)N)O. Cell line: SNB-75. Synergy scores: CSS=46.8, Synergy_ZIP=-0.595, Synergy_Bliss=2.76, Synergy_Loewe=7.84, Synergy_HSA=7.48.